Dataset: Full USPTO retrosynthesis dataset with 1.9M reactions from patents (1976-2016). Task: Predict the reactants needed to synthesize the given product. (1) The reactants are: [Br:1][C:2]1[C:10]2[NH:9][C:8](=O)[NH:7][C:6]=2[CH:5]=[C:4]([Cl:12])[CH:3]=1.CN(C=O)C.P(Cl)(Cl)([Cl:20])=O. Given the product [Br:1][C:2]1[C:10]2[NH:9][C:8]([Cl:20])=[N:7][C:6]=2[CH:5]=[C:4]([Cl:12])[CH:3]=1, predict the reactants needed to synthesize it. (2) Given the product [Cl:1][C:2]1[N:3]=[C:4]([C:7]2[CH:8]=[C:9]([NH:13][C:14](=[O:23])[O:15][CH2:16][CH:43]3[CH2:42][CH2:12][CH2:7][CH2:4][N:3]3[CH2:30][CH:24]3[CH2:29][CH2:28][CH2:27][CH2:26][CH2:25]3)[CH:10]=[CH:11][CH:12]=2)[S:5][CH:6]=1, predict the reactants needed to synthesize it. The reactants are: [Cl:1][C:2]1[N:3]=[C:4]([C:7]2[CH:8]=[C:9]([NH:13][C:14](=[O:23])[O:15][CH2:16]N3CCCCC3)[CH:10]=[CH:11][CH:12]=2)[S:5][CH:6]=1.[CH:24]1([CH:30]=O)[CH2:29][CH2:28][CH2:27][CH2:26][CH2:25]1.C(O[BH-](O[C:42](=O)[CH3:43])OC(=O)C)(=O)C.[Na+].C([O-])(O)=O.[Na+].